From a dataset of Catalyst prediction with 721,799 reactions and 888 catalyst types from USPTO. Predict which catalyst facilitates the given reaction. (1) Reactant: CS([O:5][C:6]1[C:27](=[O:28])[N:10]2[CH2:11][CH:12]3[CH2:16][C:15]([N:17]([CH3:26])[C:18]([C:20]4[O:21][C:22]([CH3:25])=[N:23][N:24]=4)=[O:19])([C:9]2=[N:8][C:7]=1[C:29](=[O:39])[NH:30][CH2:31][C:32]1[CH:37]=[CH:36][C:35]([F:38])=[CH:34][CH:33]=1)[CH2:14][CH2:13]3)(=O)=O.[OH-].[Na+]. Product: [F:38][C:35]1[CH:36]=[CH:37][C:32]([CH2:31][NH:30][C:29]([C:7]2[N:8]=[C:9]3[C:15]4([N:17]([CH3:26])[C:18]([C:20]5[O:21][C:22]([CH3:25])=[N:23][N:24]=5)=[O:19])[CH2:16][CH:12]([CH2:13][CH2:14]4)[CH2:11][N:10]3[C:27](=[O:28])[C:6]=2[OH:5])=[O:39])=[CH:33][CH:34]=1. The catalyst class is: 41. (2) Reactant: [CH3:1][C:2]1([CH3:42])[O:6][C@@H:5]([CH2:7][CH2:8][NH:9][C:10]([CH:12]2[CH:16]([C:17]3[CH:22]=[CH:21][CH:20]=[C:19]([Cl:23])[C:18]=3[F:24])[C:15]([C:27]3[CH:32]=[CH:31][C:30]([Cl:33])=[CH:29][C:28]=3[F:34])([C:25]#[N:26])[CH:14]([CH2:35][C:36]([CH3:41])([CH3:40])[CH2:37][CH2:38][NH2:39])[NH:13]2)=[O:11])[CH2:4][O:3]1.C(N(CC)CC)C.[C:50](Cl)(=[O:52])[CH3:51].O. Product: [CH3:1][C:2]1([CH3:42])[O:6][C@@H:5]([CH2:7][CH2:8][NH:9][C:10]([CH:12]2[CH:16]([C:17]3[CH:22]=[CH:21][CH:20]=[C:19]([Cl:23])[C:18]=3[F:24])[C:15]([C:27]3[CH:32]=[CH:31][C:30]([Cl:33])=[CH:29][C:28]=3[F:34])([C:25]#[N:26])[CH:14]([CH2:35][C:36]([CH3:41])([CH3:40])[CH2:37][CH2:38][NH:39][C:50](=[O:52])[CH3:51])[NH:13]2)=[O:11])[CH2:4][O:3]1. The catalyst class is: 7. (3) Reactant: [OH:1][C:2]1[C:6]([CH2:13][CH2:14][C:15]2[CH:20]=[CH:19][CH:18]=[CH:17][CH:16]=2)([C:7]2[CH:12]=[CH:11][CH:10]=[CH:9][CH:8]=2)[O:5][C:4](=[O:21])[CH:3]=1.CCN(CC)CC.C(Cl)CCl.[CH:33]1([C:39](O)=[O:40])[CH2:38][CH2:37][CH2:36][CH2:35][CH2:34]1.Cl.[Na+].[Cl-]. Product: [CH:33]1([C:39]([C:3]2[C:4](=[O:21])[O:5][C:6]([CH2:13][CH2:14][C:15]3[CH:20]=[CH:19][CH:18]=[CH:17][CH:16]=3)([C:7]3[CH:12]=[CH:11][CH:10]=[CH:9][CH:8]=3)[C:2]=2[OH:1])=[O:40])[CH2:38][CH2:37][CH2:36][CH2:35][CH2:34]1. The catalyst class is: 251. (4) Reactant: [NH2:1][C:2]1[CH:3]=[CH:4][C:5]([CH3:26])=[C:6]([C:8]([C:10]2[CH:15]=[CH:14][C:13]([NH:16][C:17]3[CH:22]=[CH:21][C:20]([F:23])=[CH:19][C:18]=3[F:24])=[CH:12][C:11]=2[Cl:25])=[O:9])[CH:7]=1.[CH3:27][C:28](=[CH2:37])[C:29]([O:31][CH2:32][CH2:33][N:34]=[C:35]=[O:36])=[O:30].O. Product: [Cl:25][C:11]1[CH:12]=[C:13]([NH:16][C:17]2[CH:22]=[CH:21][C:20]([F:23])=[CH:19][C:18]=2[F:24])[CH:14]=[CH:15][C:10]=1[C:8]([C:6]1[CH:7]=[C:2]([NH:1][C:35](=[O:36])[NH:34][CH2:33][CH2:32][O:31][C:29](=[O:30])[C:28]([CH3:37])=[CH2:27])[CH:3]=[CH:4][C:5]=1[CH3:26])=[O:9]. The catalyst class is: 17. (5) Reactant: [CH3:1][O:2][C:3](=[O:11])[C:4]1[CH:9]=[CH:8][CH:7]=[C:6]([OH:10])[CH:5]=1.N1C(C)=CC=CC=1C.[F:20][C:21]([F:34])([F:33])[S:22](O[S:22]([C:21]([F:34])([F:33])[F:20])(=[O:24])=[O:23])(=[O:24])=[O:23].[Cl-].[NH4+]. Product: [CH3:1][O:2][C:3](=[O:11])[C:4]1[CH:9]=[CH:8][CH:7]=[C:6]([O:10][S:22]([C:21]([F:34])([F:33])[F:20])(=[O:24])=[O:23])[CH:5]=1. The catalyst class is: 2.